This data is from Forward reaction prediction with 1.9M reactions from USPTO patents (1976-2016). The task is: Predict the product of the given reaction. (1) Given the reactants [CH2:1]([O:6][C:7]1[CH:8]=[C:9]([CH:14]=[CH:15][CH:16]=1)[C:10](OC)=[O:11])[C:2]([CH3:5])([CH3:4])[CH3:3].[H-].[Al+3].[Li+].[H-].[H-].[H-].O.[OH-].[Na+], predict the reaction product. The product is: [CH2:1]([O:6][C:7]1[CH:8]=[C:9]([CH:14]=[CH:15][CH:16]=1)[CH2:10][OH:11])[C:2]([CH3:5])([CH3:4])[CH3:3]. (2) Given the reactants [OH-].[K+].C([O:5][C:6]([C:8]1[CH:9]=[N:10][N:11]([C@H:14]2[CH2:19][CH2:18][C@H:17]([NH:20][C:21]([O:23][CH2:24][C:25]3[CH:30]=[CH:29][CH:28]=[CH:27][CH:26]=3)=[O:22])[CH2:16][CH2:15]2)[C:12]=1[CH3:13])=[O:7])C, predict the reaction product. The product is: [CH2:24]([O:23][C:21]([NH:20][CH:17]1[CH2:16][CH2:15][CH:14]([N:11]2[C:12]([CH3:13])=[C:8]([C:6]([OH:7])=[O:5])[CH:9]=[N:10]2)[CH2:19][CH2:18]1)=[O:22])[C:25]1[CH:26]=[CH:27][CH:28]=[CH:29][CH:30]=1.